Dataset: Full USPTO retrosynthesis dataset with 1.9M reactions from patents (1976-2016). Task: Predict the reactants needed to synthesize the given product. (1) Given the product [Cl:1][C:2]1[C:3]([F:44])=[C:4]([C@@H:8]2[C@:12]([C:15]3[CH:20]=[CH:19][C:18]([Cl:21])=[CH:17][C:16]=3[F:22])([C:13]#[N:14])[C@H:11]([CH2:23][C:24]([CH3:27])([CH3:25])[CH3:26])[NH:10][C@H:9]2[C:28]([NH:30][C:31]2[CH:43]=[CH:42][C:34]3[NH:35][C:36]([C:38]([OH:40])=[O:39])=[N:37][C:33]=3[CH:32]=2)=[O:29])[CH:5]=[CH:6][CH:7]=1, predict the reactants needed to synthesize it. The reactants are: [Cl:1][C:2]1[C:3]([F:44])=[C:4]([C@@H:8]2[C@:12]([C:15]3[CH:20]=[CH:19][C:18]([Cl:21])=[CH:17][C:16]=3[F:22])([C:13]#[N:14])[C@H:11]([CH2:23][C:24]([CH3:27])([CH3:26])[CH3:25])[NH:10][C@H:9]2[C:28]([NH:30][C:31]2[CH:43]=[CH:42][C:34]3[NH:35][C:36]([C:38]([O:40]C)=[O:39])=[N:37][C:33]=3[CH:32]=2)=[O:29])[CH:5]=[CH:6][CH:7]=1.O.[OH-].[Li+].Cl. (2) Given the product [CH3:31][N:32]([CH3:37])[S:33]([NH2:36])(=[O:35])=[O:34].[Cl:1][C:2]1[CH:16]=[C:15]([F:17])[C:14]([N:18]2[C:23](=[O:24])[CH:22]=[C:21]([C:25]([F:26])([F:28])[F:27])[N:20]([CH3:29])[C:19]2=[O:30])=[CH:13][C:3]=1[C:4]([O:6][C:7]([CH3:12])([CH3:11])[C:8]([OH:10])=[O:9])=[O:5], predict the reactants needed to synthesize it. The reactants are: [Cl:1][C:2]1[CH:16]=[C:15]([F:17])[C:14]([N:18]2[C:23](=[O:24])[CH:22]=[C:21]([C:25]([F:28])([F:27])[F:26])[N:20]([CH3:29])[C:19]2=[O:30])=[CH:13][C:3]=1[C:4]([O:6][C:7]([CH3:12])([CH3:11])[C:8]([OH:10])=[O:9])=[O:5].[CH3:31][N:32]([CH3:37])[S:33]([NH2:36])(=[O:35])=[O:34].C(N(CC)CC)C. (3) Given the product [C:1]([O:5][C:6]([N:8]1[CH2:20][C@@H:19]([CH3:21])[N:18]2[C@H:10]([CH2:11][C:12]3[C:17]2=[N:16][CH:15]=[C:14]([CH3:22])[CH:13]=3)[CH2:9]1)=[O:7])([CH3:4])([CH3:3])[CH3:2], predict the reactants needed to synthesize it. The reactants are: [C:1]([O:5][C:6]([N:8]1[CH2:20][C@@H:19]([CH3:21])[N:18]2[C:10](=[CH:11][C:12]3[C:17]2=[N:16][CH:15]=[C:14]([CH3:22])[CH:13]=3)[CH2:9]1)=[O:7])([CH3:4])([CH3:3])[CH3:2].C([BH3-])#N.[Na+].